Dataset: TCR-epitope binding with 47,182 pairs between 192 epitopes and 23,139 TCRs. Task: Binary Classification. Given a T-cell receptor sequence (or CDR3 region) and an epitope sequence, predict whether binding occurs between them. (1) The epitope is IPIQASLPF. The TCR CDR3 sequence is CASSLGVETGNAFF. Result: 0 (the TCR does not bind to the epitope). (2) The epitope is YVLDHLIVV. The TCR CDR3 sequence is CASTSTGQYPEAFF. Result: 0 (the TCR does not bind to the epitope). (3) Result: 1 (the TCR binds to the epitope). The TCR CDR3 sequence is CASSLGSGVSNYGYTF. The epitope is DPFRLLQNSQVFS.